Dataset: Forward reaction prediction with 1.9M reactions from USPTO patents (1976-2016). Task: Predict the product of the given reaction. (1) Given the reactants [CH3:1][C:2]1[O:3][C:4]2[CH:10]=[CH:9][CH:8]=[CH:7][C:5]=2[N:6]=1.CO[CH:13](OC)[N:14]([CH3:16])[CH3:15], predict the reaction product. The product is: [O:3]1[C:4]2[CH:10]=[CH:9][CH:8]=[CH:7][C:5]=2[N:6]=[C:2]1[CH:1]=[CH:13][N:14]([CH3:16])[CH3:15]. (2) The product is: [CH2:26]([OH:31])[CH2:27][CH2:28][CH2:29][CH3:30].[CH2:17]([O:19][CH2:20][CH:21]([OH:3])[CH3:22])[CH3:18]. Given the reactants CC(CC)[O-:3].[Al+3].CC(CC)[O-].CC(CC)[O-].[CH2:17]([O:19][C:20](=O)[CH2:21][C:22](=O)C)[CH3:18].[CH2:26]([OH:31])[CH2:27][CH2:28][CH2:29][CH3:30].Cl, predict the reaction product. (3) Given the reactants [CH3:1][C:2]1[C:3]([CH2:7][NH:8][C:9]([NH2:11])=[S:10])=[N:4][O:5][N:6]=1.[O-]CC.[Na+].[C:16]([CH2:18][C:19](OCC)=[O:20])#[N:17], predict the reaction product. The product is: [NH2:17][C:16]1[N:8]([CH2:7][C:3]2[C:2]([CH3:1])=[N:6][O:5][N:4]=2)[C:9](=[S:10])[NH:11][C:19](=[O:20])[CH:18]=1.